Dataset: Catalyst prediction with 721,799 reactions and 888 catalyst types from USPTO. Task: Predict which catalyst facilitates the given reaction. (1) Reactant: C([O:4][C@H:5]1[C@H:10]([O:11]C(=O)C)[C@@H:9]([O:15]C(=O)C)[C@H:8]([C:19]2[CH:24]=[CH:23][C:22]([Cl:25])=[C:21]([CH2:26][C:27]3[CH:28]=[CH:29][C:30]4[O:35][CH:34]([C:36]#[N:37])[CH2:33][NH:32][C:31]=4[CH:38]=3)[CH:20]=2)[O:7][C@@H:6]1[CH2:39][O:40]C(=O)C)(=O)C.[OH-].[Li+]. Product: [Cl:25][C:22]1[CH:23]=[CH:24][C:19]([C@H:8]2[C@H:9]([OH:15])[C@@H:10]([OH:11])[C@H:5]([OH:4])[C@@H:6]([CH2:39][OH:40])[O:7]2)=[CH:20][C:21]=1[CH2:26][C:27]1[CH:28]=[CH:29][C:30]2[O:35][CH:34]([C:36]#[N:37])[CH2:33][NH:32][C:31]=2[CH:38]=1. The catalyst class is: 87. (2) Reactant: Cl.[CH:2]1([N:5]([CH:19]2[CH2:24][CH2:23][NH:22][CH2:21][CH2:20]2)[C:6](=[O:18])[C:7]2[CH:12]=[CH:11][C:10]([C:13]3[O:17][CH:16]=[N:15][CH:14]=3)=[CH:9][CH:8]=2)[CH2:4][CH2:3]1.[CH3:25][O:26][C:27]([C:29]1[CH:30]=[N:31][C:32](Cl)=[N:33][CH:34]=1)=[O:28]. Product: [CH3:25][O:26][C:27]([C:29]1[CH:30]=[N:31][C:32]([N:22]2[CH2:23][CH2:24][CH:19]([N:5]([CH:2]3[CH2:4][CH2:3]3)[C:6](=[O:18])[C:7]3[CH:8]=[CH:9][C:10]([C:13]4[O:17][CH:16]=[N:15][CH:14]=4)=[CH:11][CH:12]=3)[CH2:20][CH2:21]2)=[N:33][CH:34]=1)=[O:28]. The catalyst class is: 60. (3) Reactant: [Cl:1][C:2]1[CH:18]=[CH:17][C:5]([CH2:6][NH:7][C:8]2[N:13]=[C:12]([F:14])[C:11]([CH2:15][OH:16])=[CH:10][CH:9]=2)=[CH:4][CH:3]=1.CC(OI1(OC(C)=O)(OC(C)=O)OC(=O)C2C=CC=CC1=2)=O.O. Product: [Cl:1][C:2]1[CH:18]=[CH:17][C:5]([CH2:6][NH:7][C:8]2[N:13]=[C:12]([F:14])[C:11]([CH:15]=[O:16])=[CH:10][CH:9]=2)=[CH:4][CH:3]=1. The catalyst class is: 7. (4) Reactant: [O:1]=[C:2]1[C:11]2[C:6](=[CH:7][CH:8]=[C:9]([C:12]([O:14][CH3:15])=[O:13])[CH:10]=2)[N:5]=[CH:4][NH:3]1.C(=O)([O-])[O-].[K+].[K+].[F:22][C:23]([F:33])([F:32])[C:24]1[CH:25]=[C:26]([CH:29]=[CH:30][CH:31]=1)[CH2:27]Br. Product: [O:1]=[C:2]1[C:11]2[C:6](=[CH:7][CH:8]=[C:9]([C:12]([O:14][CH3:15])=[O:13])[CH:10]=2)[N:5]=[CH:4][N:3]1[CH2:27][C:26]1[CH:29]=[CH:30][CH:31]=[C:24]([C:23]([F:22])([F:32])[F:33])[CH:25]=1. The catalyst class is: 3.